Predict the reactants needed to synthesize the given product. From a dataset of Full USPTO retrosynthesis dataset with 1.9M reactions from patents (1976-2016). (1) Given the product [F:18][C:15]1[CH:16]=[CH:17][C:12]2[N:11]=[C:10]([C@@H:8]([NH2:7])[CH3:9])[N:19]([C:20]3[CH:25]=[CH:24][CH:23]=[CH:22][C:21]=3[F:26])[C:13]=2[CH:14]=1, predict the reactants needed to synthesize it. The reactants are: C(OC(=O)[NH:7][C@H:8]([C:10](=O)[NH:11][C:12]1[CH:17]=[CH:16][C:15]([F:18])=[CH:14][C:13]=1[NH:19][C:20]1[CH:25]=[CH:24][CH:23]=[CH:22][C:21]=1[F:26])[CH3:9])(C)(C)C. (2) Given the product [C:1]1([N:7]2[CH:12]=[CH:11][C:10]([CH2:13][CH2:14][CH2:15][CH2:16][C:17]3[N:18]=[N:19][NH:20][CH:21]=3)=[C:9]([OH:22])[C:8]2=[S:25])[CH:6]=[CH:5][CH:4]=[CH:3][CH:2]=1, predict the reactants needed to synthesize it. The reactants are: [C:1]1([N:7]2[CH:12]=[CH:11][C:10]([CH2:13][CH2:14][CH2:15][CH2:16][C:17]3[N:18]=[N:19][NH:20][CH:21]=3)=[C:9]([OH:22])[C:8]2=O)[CH:6]=[CH:5][CH:4]=[CH:3][CH:2]=1.P12(SP3(SP(SP(S3)(S1)=S)(=S)S2)=S)=[S:25].C1(N2C=CC(CCCC3N=NNC=3)=C(O)C2=S)C=CC=CC=1.